Dataset: Catalyst prediction with 721,799 reactions and 888 catalyst types from USPTO. Task: Predict which catalyst facilitates the given reaction. (1) Reactant: C([N-]C(C)C)(C)C.[Li+].[Br:9][C:10]1[CH:11]=[N:12][CH:13]=[N:14][CH:15]=1.[Cl:16][C:17]1[CH:24]=[CH:23][CH:22]=[CH:21][C:18]=1[CH:19]=[O:20]. Product: [Br:9][C:10]1[C:11]([CH:19]([C:18]2[CH:21]=[CH:22][CH:23]=[CH:24][C:17]=2[Cl:16])[OH:20])=[N:12][CH:13]=[N:14][CH:15]=1. The catalyst class is: 28. (2) Reactant: [CH3:1][N:2]1[C:6]([C:7]([F:10])([F:9])[F:8])=[CH:5][C:4]([NH2:11])=[N:3]1.C(N(C(C)C)C(C)C)C.CN(C(ON1N=NC2C=CC=NC1=2)=[N+](C)C)C.F[P-](F)(F)(F)(F)F.CC1(C)C(C)(C)[O:49][B:48]([C:53]2[CH:61]=[CH:60][C:56]([C:57](O)=[O:58])=[CH:55][CH:54]=2)[O:47]1. Product: [CH3:1][N:2]1[C:6]([C:7]([F:8])([F:9])[F:10])=[CH:5][C:4]([NH:11][C:57]([C:56]2[CH:55]=[CH:54][C:53]([B:48]([OH:49])[OH:47])=[CH:61][CH:60]=2)=[O:58])=[N:3]1. The catalyst class is: 3. (3) Reactant: [H-].[Na+].[Br:3][C:4]1[CH:13]=[CH:12][C:7]([O:8][CH2:9][CH2:10][OH:11])=[CH:6][CH:5]=1.Cl[C:15]1[N:20]=[CH:19][N:18]=[C:17]([NH:21][S:22]([CH2:25][CH2:26][C:27]2[CH:32]=[CH:31][CH:30]=[CH:29][CH:28]=2)(=[O:24])=[O:23])[C:16]=1[C:33]1[CH:38]=[CH:37][C:36]([CH3:39])=[CH:35][CH:34]=1. Product: [Br:3][C:4]1[CH:13]=[CH:12][C:7]([O:8][CH2:9][CH2:10][O:11][C:15]2[N:20]=[CH:19][N:18]=[C:17]([NH:21][S:22]([CH2:25][CH2:26][C:27]3[CH:32]=[CH:31][CH:30]=[CH:29][CH:28]=3)(=[O:23])=[O:24])[C:16]=2[C:33]2[CH:34]=[CH:35][C:36]([CH3:39])=[CH:37][CH:38]=2)=[CH:6][CH:5]=1. The catalyst class is: 57. (4) Reactant: [F:1][C:2]1[CH:3]=[CH:4][C:5]([NH:8][C:9](=[O:14])[C:10]([CH3:13])([CH3:12])[CH3:11])=[N:6][CH:7]=1.C([Li])(C)(C)C.C(C1C=CC(S([N:41]=[N+:42]=[N-:43])(=O)=O)=CC=1)CCCCCCCCCCC.[NH4+].[Cl-]. Product: [N:41]([C:4]1[C:5]([NH:8][C:9](=[O:14])[C:10]([CH3:11])([CH3:13])[CH3:12])=[N:6][CH:7]=[C:2]([F:1])[CH:3]=1)=[N+:42]=[N-:43]. The catalyst class is: 7. (5) Reactant: [CH2:1]([O:3][C:4]([C:6]1[N:11]=[CH:10][C:9]2[CH:12]=[C:13]([C:15]3[CH:20]=[CH:19][CH:18]=[C:17]([C:21]([F:24])([F:23])[F:22])[CH:16]=3)[S:14][C:8]=2[C:7]=1[OH:25])=[O:5])[CH3:2].[Br:26]N1C(=O)CCC1=O.C(OOC(=O)C1C=CC=CC=1)(=O)C1C=CC=CC=1. Product: [CH2:1]([O:3][C:4]([C:6]1[N:11]=[C:10]([Br:26])[C:9]2[CH:12]=[C:13]([C:15]3[CH:20]=[CH:19][CH:18]=[C:17]([C:21]([F:23])([F:24])[F:22])[CH:16]=3)[S:14][C:8]=2[C:7]=1[OH:25])=[O:5])[CH3:2]. The catalyst class is: 53. (6) Reactant: [NH2:1][C:2]1[C:3]([Cl:9])=[N:4][CH:5]=[CH:6][C:7]=1[NH2:8].[N+:10]([C:13]1[CH:18]=[CH:17][C:16]([N:19]=[C:20]=S)=[CH:15][CH:14]=1)([O-:12])=[O:11].CC(N=C=NC(C)C)C. Product: [Cl:9][C:3]1[C:2]2[NH:1][C:20]([NH:19][C:16]3[CH:15]=[CH:14][C:13]([N+:10]([O-:12])=[O:11])=[CH:18][CH:17]=3)=[N:8][C:7]=2[CH:6]=[CH:5][N:4]=1. The catalyst class is: 3. (7) Product: [Cl:1][C:2]1[CH:3]=[C:4]([C:12]2[S:16][N:15]=[C:14]([C:17]3[C:18]([CH3:27])=[C:19]([CH2:23][CH:24]=[O:25])[CH:20]=[CH:21][CH:22]=3)[N:13]=2)[CH:5]=[CH:6][C:7]=1[O:8][CH:9]([CH3:11])[CH3:10]. Reactant: [Cl:1][C:2]1[CH:3]=[C:4]([C:12]2[S:16][N:15]=[C:14]([C:17]3[CH:22]=[CH:21][CH:20]=[C:19](/[CH:23]=[CH:24]/[O:25]C)[C:18]=3[CH3:27])[N:13]=2)[CH:5]=[CH:6][C:7]=1[O:8][CH:9]([CH3:11])[CH3:10].[I-].[Na+].C[Si](Cl)(C)C.O. The catalyst class is: 10. (8) Product: [NH2:24][C:13]1[N:14]=[CH:15][N:16]=[C:17]([N:18]2[CH2:22][CH2:21][CH:20]([NH:23][C:35]([NH:36][C:37]3[CH:42]=[CH:41][C:40]([O:43][CH:44]([CH3:46])[CH3:45])=[CH:39][CH:38]=3)=[O:34])[CH2:19]2)[C:12]=1[CH:11]=[N:10][O:9][CH3:8]. The catalyst class is: 23. Reactant: FC(F)(F)C(O)=O.[CH3:8][O:9][N:10]=[CH:11][C:12]1[C:13]([NH2:24])=[N:14][CH:15]=[N:16][C:17]=1[N:18]1[CH2:22][CH2:21][CH:20]([NH2:23])[CH2:19]1.[N+](C1C=CC([O:34][C:35](=O)[NH:36][C:37]2[CH:42]=[CH:41][C:40]([O:43][CH:44]([CH3:46])[CH3:45])=[CH:39][CH:38]=2)=CC=1)([O-])=O.CCN(C(C)C)C(C)C. (9) Product: [CH2:27]([N:3]([CH2:1][CH3:2])[CH2:4][CH2:5][O:6][C:7]1[CH:26]=[CH:25][C:10]([O:11][CH:12]2[CH2:17][CH2:16][NH:15][CH2:14][CH2:13]2)=[CH:9][CH:8]=1)[CH3:28]. Reactant: [CH2:1]([N:3]([CH2:27][CH3:28])[CH2:4][CH2:5][O:6][C:7]1[CH:26]=[CH:25][C:10]([O:11][CH:12]2[CH2:17][CH2:16][N:15](C(OC(C)(C)C)=O)[CH2:14][CH2:13]2)=[CH:9][CH:8]=1)[CH3:2].FC(F)(F)C(O)=O. The catalyst class is: 4. (10) Reactant: Cl[C:2]1[CH:3]=[CH:4][C:5]2[N:11]3[CH2:12][C@H:8]([CH2:9][CH2:10]3)[NH:7][C:6]=2[N:13]=1.[CH2:14]([C@H:16]1[O:21][CH2:20][CH2:19][NH:18][CH2:17]1)[CH3:15].CC([O-])(C)C.[K+]. Product: [CH2:14]([C@H:16]1[O:21][CH2:20][CH2:19][N:18]([C:2]2[CH:3]=[CH:4][C:5]3[N:11]4[CH2:12][C@H:8]([CH2:9][CH2:10]4)[NH:7][C:6]=3[N:13]=2)[CH2:17]1)[CH3:15]. The catalyst class is: 149.